Dataset: NCI-60 drug combinations with 297,098 pairs across 59 cell lines. Task: Regression. Given two drug SMILES strings and cell line genomic features, predict the synergy score measuring deviation from expected non-interaction effect. (1) Drug 1: CC1C(C(CC(O1)OC2CC(CC3=C2C(=C4C(=C3O)C(=O)C5=C(C4=O)C(=CC=C5)OC)O)(C(=O)C)O)N)O.Cl. Drug 2: CCC(=C(C1=CC=CC=C1)C2=CC=C(C=C2)OCCN(C)C)C3=CC=CC=C3.C(C(=O)O)C(CC(=O)O)(C(=O)O)O. Cell line: COLO 205. Synergy scores: CSS=28.1, Synergy_ZIP=3.86, Synergy_Bliss=7.74, Synergy_Loewe=-31.7, Synergy_HSA=1.33. (2) Drug 1: C1=CC(=CC=C1CCCC(=O)O)N(CCCl)CCCl. Drug 2: C1=NNC2=C1C(=O)NC=N2. Cell line: NCI-H460. Synergy scores: CSS=31.7, Synergy_ZIP=-1.49, Synergy_Bliss=-0.460, Synergy_Loewe=-8.78, Synergy_HSA=-1.37. (3) Drug 1: CC1OCC2C(O1)C(C(C(O2)OC3C4COC(=O)C4C(C5=CC6=C(C=C35)OCO6)C7=CC(=C(C(=C7)OC)O)OC)O)O. Drug 2: C1=NC2=C(N1)C(=S)N=C(N2)N. Cell line: HCC-2998. Synergy scores: CSS=26.7, Synergy_ZIP=-5.24, Synergy_Bliss=-1.26, Synergy_Loewe=-10.7, Synergy_HSA=0.452. (4) Drug 1: CNC(=O)C1=CC=CC=C1SC2=CC3=C(C=C2)C(=NN3)C=CC4=CC=CC=N4. Drug 2: CC1C(C(CC(O1)OC2CC(CC3=C2C(=C4C(=C3O)C(=O)C5=CC=CC=C5C4=O)O)(C(=O)C)O)N)O. Cell line: A549. Synergy scores: CSS=57.8, Synergy_ZIP=0.0874, Synergy_Bliss=1.55, Synergy_Loewe=-13.6, Synergy_HSA=3.06. (5) Drug 1: C1=C(C(=O)NC(=O)N1)N(CCCl)CCCl. Drug 2: C1CCC(C(C1)N)N.C(=O)(C(=O)[O-])[O-].[Pt+4]. Cell line: OVCAR3. Synergy scores: CSS=19.4, Synergy_ZIP=-6.09, Synergy_Bliss=-1.37, Synergy_Loewe=-2.18, Synergy_HSA=0.639.